Task: Regression/Classification. Given a drug SMILES string, predict its absorption, distribution, metabolism, or excretion properties. Task type varies by dataset: regression for continuous measurements (e.g., permeability, clearance, half-life) or binary classification for categorical outcomes (e.g., BBB penetration, CYP inhibition). For this dataset (lipophilicity_astrazeneca), we predict Y.. Dataset: Experimental lipophilicity measurements (octanol/water distribution) for 4,200 compounds from AstraZeneca (1) The drug is Cc1cc(C#N)oc1-c1c2c(=O)n(C)c(=O)n(CC3CC3)c2nn1Cc1ccnc2ccc(Cl)cc12. The Y is 4.34 logD. (2) The molecule is CN(C)c1ccnc2sc(C(N)=O)c(N)c12. The Y is 1.70 logD. (3) The molecule is COc1cc2ncnc(Nc3cc(NC(=O)c4ccnc(N5CCOCC5)c4)ccc3C)c2cc1OCCN(C(C)C)C(C)C. The Y is 3.50 logD. (4) The Y is 3.70 logD. The compound is CCOc1ccc(-n2c([C@@H](C)N(Cc3cccnc3)C(=O)Cc3ccc(OC(F)(F)F)cc3)nc3ncccc3c2=O)cc1. (5) The drug is O=C(NS(=O)(=O)c1cccc(Cl)c1)N1CCC(N2CCC(Oc3ccc(Cl)c(Cl)c3)CC2)CC1. The Y is 2.62 logD. (6) The drug is CCOC(=O)c1cc2ccc(O)cc2oc1=O. The Y is 1.20 logD. (7) The compound is Nc1cc(N2CCCCC2)nc(N)[n+]1[O-]. The Y is 0.770 logD. (8) The drug is CC1(C)N=C(N)N=C(N)N1c1ccc(Oc2ccc(Cl)cc2)c(Cl)c1. The Y is 0.790 logD.